This data is from Full USPTO retrosynthesis dataset with 1.9M reactions from patents (1976-2016). The task is: Predict the reactants needed to synthesize the given product. (1) Given the product [CH3:1][C:2]1[CH:3]=[N:4][C:5]([CH2:11][S+:12]([O-:24])[C:13]2[NH:14][C:15]3[CH:16]=[CH:17][C:18]([O:22][CH3:23])=[CH:19][C:20]=3[N:21]=2)=[C:6]([CH3:10])[C:7]=1[O:8][CH3:9], predict the reactants needed to synthesize it. The reactants are: [CH3:1][C:2]1[CH:3]=[N:4][C:5]([CH2:11][S+:12]([O-:24])[C:13]2[N-:14][C:15]3[CH:16]=[CH:17][C:18]([O:22][CH3:23])=[CH:19][C:20]=3[N:21]=2)=[C:6]([CH3:10])[C:7]=1[O:8][CH3:9].[CH3:1][C:2]1[CH:3]=[N:4][C:5]([CH2:11][S+:12]([O-:24])[C:13]2[N-:14][C:15]3[CH:16]=[CH:17][C:18]([O:22][CH3:23])=[CH:19][C:20]=3[N:21]=2)=[C:6]([CH3:10])[C:7]=1[O:8][CH3:9].[Mg+2].C(=O)(O)[O-].[Na+].[OH-].[Mg+2].[OH-].C([O-])(=O)CCCCCCCCCCCCCCCCC.[Mg+2].C([O-])(=O)CCCCCCCCCCCCCCCCC. (2) Given the product [C:2]1([C:1]2[CH:19]=[CH:20][N:9]3[C:8]=2[CH2:12][CH2:11][CH2:10]3)[CH:7]=[CH:6][CH:5]=[CH:4][CH:3]=1, predict the reactants needed to synthesize it. The reactants are: [CH2:1]([C:8]1[CH2:12][CH2:11][CH2:10][N:9]=1)[C:2]1[CH:7]=[CH:6][CH:5]=[CH:4][CH:3]=1.C([O-])(O)=O.[Na+].Cl[CH2:19][CH:20]=O. (3) The reactants are: [CH:1]1[C:10]2[CH:9]=[CH:8][CH:7]=[C:6]([C:11]([OH:13])=O)[C:5]=2[CH:4]=[N:3][N:2]=1.[NH2:14][NH:15][C:16]([NH2:18])=[S:17]. Given the product [CH:1]1[C:10]2[CH:9]=[CH:8][CH:7]=[C:6]([C:11]([NH:14][NH:15][C:16]([NH2:18])=[S:17])=[O:13])[C:5]=2[CH:4]=[N:3][N:2]=1, predict the reactants needed to synthesize it. (4) Given the product [F:1][C:2]1[CH:7]=[C:6]([I:8])[CH:5]=[CH:4][C:3]=1[NH:9][C:10]1[N:15]([CH3:16])[C:14](=[O:17])[C:13]2[CH:18]=[CH:19][O:20][C:12]=2[C:11]=1[C:21]([NH:31][O:30][C:27]([CH3:29])([CH3:28])[CH2:26][OH:25])=[O:22], predict the reactants needed to synthesize it. The reactants are: [F:1][C:2]1[CH:7]=[C:6]([I:8])[CH:5]=[CH:4][C:3]=1[NH:9][C:10]1[N:15]([CH3:16])[C:14](=[O:17])[C:13]2[CH:18]=[CH:19][O:20][C:12]=2[C:11]=1[C:21](O)=[O:22].[Cl-].[OH:25][CH2:26][C:27]([O:30][NH3+:31])([CH3:29])[CH3:28].CCN=C=NCCCN(C)C.C1C=CC2N(O)N=NC=2C=1. (5) Given the product [Cl:1][C:2]1[C:11]([CH2:12][N:13]2[C:21]3[C:16](=[CH:17][CH:18]=[CH:19][CH:20]=3)[C:15]([C:22]3[N:27]=[C:26]([NH:28][C:29]4[CH:34]=[CH:33][N:32]=[CH:31][CH:30]=4)[C:25]([O:35][CH3:36])=[CH:24][N:23]=3)=[N:14]2)=[C:10]([Cl:37])[CH:9]=[CH:8][C:3]=1[CH2:4][OH:5], predict the reactants needed to synthesize it. The reactants are: [Cl:1][C:2]1[C:11]([CH2:12][N:13]2[C:21]3[C:16](=[CH:17][CH:18]=[CH:19][CH:20]=3)[C:15]([C:22]3[N:27]=[C:26]([NH:28][C:29]4[CH:34]=[CH:33][N:32]=[CH:31][CH:30]=4)[C:25]([O:35][CH3:36])=[CH:24][N:23]=3)=[N:14]2)=[C:10]([Cl:37])[CH:9]=[CH:8][C:3]=1[C:4](OC)=[O:5].[H-].[Al+3].[Li+].[H-].[H-].[H-]. (6) Given the product [Br:44][CH2:20][C:18]([C:2]1[C:3]([CH3:12])=[C:4]([C:7]([O:10][CH3:11])=[CH:8][CH:9]=1)[C:5]#[N:6])=[O:19], predict the reactants needed to synthesize it. The reactants are: Br[C:2]1[C:3]([CH3:12])=[C:4]([C:7]([O:10][CH3:11])=[CH:8][CH:9]=1)[C:5]#[N:6].C([Sn](CCCC)(CCCC)[C:18]([O:20]CC)=[CH2:19])CCC.O1CCOCC1.C1C(=O)N([Br:44])C(=O)C1. (7) Given the product [CH3:17][N:16]1[C:12]([C:10]#[C:11][C:2]2[CH:7]=[CH:6][N:5]=[C:4]([S:8][CH3:9])[N:3]=2)=[C:13]([C:18]2[CH:23]=[CH:22][CH:21]=[CH:20][CH:19]=2)[N:14]=[CH:15]1, predict the reactants needed to synthesize it. The reactants are: I[C:2]1[CH:7]=[CH:6][N:5]=[C:4]([S:8][CH3:9])[N:3]=1.[C:10]([C:12]1[N:16]([CH3:17])[CH:15]=[N:14][C:13]=1[C:18]1[CH:23]=[CH:22][CH:21]=[CH:20][CH:19]=1)#[CH:11]. (8) Given the product [F:1][C:2]1[CH:26]=[CH:25][CH:24]=[C:23]([F:27])[C:3]=1[C:4]([N:6]([CH3:30])[C:7]([N:8]([CH3:21])[C:9]1[CH:14]=[CH:13][C:12]([S:15][C:16]([F:18])([F:17])[F:19])=[CH:11][C:10]=1[CH3:20])=[O:22])=[O:5], predict the reactants needed to synthesize it. The reactants are: [F:1][C:2]1[CH:26]=[CH:25][CH:24]=[C:23]([F:27])[C:3]=1[C:4]([NH:6][C:7](=[O:22])[N:8]([CH3:21])[C:9]1[CH:14]=[CH:13][C:12]([S:15][C:16]([F:19])([F:18])[F:17])=[CH:11][C:10]=1[CH3:20])=[O:5].[H-].[Na+].[CH3:30]I.[Cl-].[NH4+].